Dataset: Reaction yield outcomes from USPTO patents with 853,638 reactions. Task: Predict the reaction yield, written as a fraction of the theoretical maximum amount of product (1.0 means a 100% yield; for example, 0.34 means a 34% yield). (1) The reactants are [CH:1]1([O:6][C:7]2[CH:13]=[C:12]([CH3:14])[CH:11]=[CH:10][C:8]=2[NH2:9])[CH2:5][CH2:4][CH2:3][CH2:2]1.[CH2:15](OC(=O)CC1N=C(N)SC=1)C.[CH2:27]([O:29][C:30](=[O:53])[CH2:31][C:32]1[N:33]=[C:34]([NH:37][C:38]([NH:40][C:41]2[CH:46]=[CH:45][C:44]([CH3:47])=[CH:43][C:42]=2[O:48][CH2:49][CH:50]2[CH2:52][CH2:51]2)=[O:39])[S:35][CH:36]=1)[CH3:28]. No catalyst specified. The product is [CH2:27]([O:29][C:30](=[O:53])[CH2:31][C:32]1[N:33]=[C:34]([NH:37][C:38]([NH:9][C:8]2[CH:10]=[CH:11][C:12]([CH3:14])=[CH:13][C:7]=2[O:6][CH:1]2[CH2:5][CH2:4][CH2:3][CH2:2]2)=[O:39])[S:35][CH:36]=1)[CH3:28].[CH:49]1([O:48][C:42]2[CH:43]=[C:44]([CH3:47])[CH:45]=[CH:46][C:41]=2[NH:40][C:38](=[O:39])[NH:37][C:34]2[S:35][CH:36]=[C:32]([CH2:31][C:30]([OH:29])=[O:53])[N:33]=2)[CH2:15][CH2:51][CH2:52][CH2:50]1. The yield is 0.620. (2) The reactants are [S:1]1[CH:5]=[CH:4][C:3]([C:6]([OH:8])=[O:7])=[CH:2]1.S(=O)(=O)(O)O.[CH3:14]O. No catalyst specified. The product is [CH3:14][O:7][C:6]([C:3]1[CH:4]=[CH:5][S:1][CH:2]=1)=[O:8]. The yield is 0.810.